Task: Predict the reactants needed to synthesize the given product.. Dataset: Full USPTO retrosynthesis dataset with 1.9M reactions from patents (1976-2016) (1) The reactants are: C(OC(=O)[NH:7][C:8]1[CH2:9][O:10][CH2:11][C@:12]([C:17]2[CH:22]=[C:21]([NH2:23])[CH:20]=[CH:19][C:18]=2[F:24])([CH:14]([F:16])[F:15])[N:13]=1)(C)(C)C.[Br:26][C:27]1[CH:28]=[N:29][C:30]2[C:35]([CH:36]=1)=[CH:34][CH:33]=[N:32][C:31]=2Cl.C([O-])(O)=O.[Na+]. Given the product [NH2:7][C:8]1[CH2:9][O:10][CH2:11][C@:12]([C:17]2[CH:22]=[C:21]([NH:23][C:31]3[N:32]=[CH:33][CH:34]=[C:35]4[C:30]=3[N:29]=[CH:28][C:27]([Br:26])=[CH:36]4)[CH:20]=[CH:19][C:18]=2[F:24])([CH:14]([F:15])[F:16])[N:13]=1, predict the reactants needed to synthesize it. (2) Given the product [NH2:2][C:6]1[C:11]([N+:12]([O-:14])=[O:13])=[CH:10][CH:9]=[C:8]([Cl:15])[N:7]=1, predict the reactants needed to synthesize it. The reactants are: [OH-].[NH4+:2].[OH-].[Na+].Cl[C:6]1[C:11]([N+:12]([O-:14])=[O:13])=[CH:10][CH:9]=[C:8]([Cl:15])[N:7]=1. (3) Given the product [CH:21]1([C:19]([NH:18][C:16]2[CH:17]=[C:10]3[C:9]([C:6]4[CH:5]=[CH:4][C:3]([CH2:1][N:30]5[CH2:29][CH2:28][N:27]([C:31]([O:33][C:34]([CH3:36])([CH3:35])[CH3:37])=[O:32])[CH2:26][C@H:25]5[CH3:24])=[CH:8][CH:7]=4)=[CH:14][CH:13]=[CH:12][N:11]3[N:15]=2)=[O:20])[CH2:23][CH2:22]1, predict the reactants needed to synthesize it. The reactants are: [CH:1]([C:3]1[CH:8]=[CH:7][C:6]([C:9]2[C:10]3[N:11]([N:15]=[C:16]([NH:18][C:19]([CH:21]4[CH2:23][CH2:22]4)=[O:20])[CH:17]=3)[CH:12]=[CH:13][CH:14]=2)=[CH:5][CH:4]=1)=O.[CH3:24][C@H:25]1[NH:30][CH2:29][CH2:28][N:27]([C:31]([O:33][C:34]([CH3:37])([CH3:36])[CH3:35])=[O:32])[CH2:26]1.C(O)(=O)C. (4) Given the product [C:20]1([N:19]2[CH2:28][C:12]3[CH:13]=[C:14]4[C:9](=[CH:10][C:11]=3[O:27][CH2:26]2)[O:8][CH2:7][C:6]([C:5]2[CH:17]=[CH:18][C:2]([OH:1])=[CH:3][CH:4]=2)=[CH:15]4)[CH:25]=[CH:24][CH:23]=[CH:22][CH:21]=1, predict the reactants needed to synthesize it. The reactants are: [OH:1][C:2]1[CH:18]=[CH:17][C:5]([C:6]2[CH2:7][O:8][C:9]3[C:14]([CH:15]=2)=[CH:13][CH:12]=[C:11](O)[CH:10]=3)=[CH:4][CH:3]=1.[NH2:19][C:20]1[CH:25]=[CH:24][CH:23]=[CH:22][CH:21]=1.[CH2:26]=[O:27].[CH2:28](O)C. (5) Given the product [CH2:28]([O:35][NH:36][C:14](=[O:15])[CH2:13][CH:12]([C:6]1[CH:7]=[CH:8][C:9]([O:10][CH3:11])=[C:4]([O:3][CH2:1][CH3:2])[CH:5]=1)[N:17]1[CH2:25][C:24]2[C:19](=[CH:20][CH:21]=[CH:22][CH:23]=2)[C:18]1=[O:26])[C:29]1[CH:34]=[CH:33][CH:32]=[CH:31][CH:30]=1, predict the reactants needed to synthesize it. The reactants are: [CH2:1]([O:3][C:4]1[CH:5]=[C:6]([CH:12]([N:17]2[CH2:25][C:24]3[C:19](=[CH:20][CH:21]=[CH:22][CH:23]=3)[C:18]2=[O:26])[CH2:13][C:14](O)=[O:15])[CH:7]=[CH:8][C:9]=1[O:10][CH3:11])[CH3:2].Cl.[CH2:28]([O:35][NH2:36])[C:29]1[CH:34]=[CH:33][CH:32]=[CH:31][CH:30]=1. (6) Given the product [O:30]=[C:29]1[N:8]([CH:9]2[CH2:10][CH:11]3[N:16]([C:17]([O:19][C:20]([CH3:23])([CH3:22])[CH3:21])=[O:18])[CH:14]([CH2:13][CH2:12]3)[CH2:15]2)[C:3]2[CH:4]=[CH:5][CH:6]=[CH:7][C:2]=2[NH:1]1, predict the reactants needed to synthesize it. The reactants are: [NH2:1][C:2]1[CH:7]=[CH:6][CH:5]=[CH:4][C:3]=1[NH:8][CH:9]1[CH2:15][CH:14]2[N:16]([C:17]([O:19][C:20]([CH3:23])([CH3:22])[CH3:21])=[O:18])[CH:11]([CH2:12][CH2:13]2)[CH2:10]1.C1N=CN([C:29](N2C=NC=C2)=[O:30])C=1.